This data is from Catalyst prediction with 721,799 reactions and 888 catalyst types from USPTO. The task is: Predict which catalyst facilitates the given reaction. (1) Reactant: [F:1][C:2]([F:26])([F:25])[C@H:3]([N:12]1[CH2:16][CH2:15][C@H:14]([NH:17][C:18](=[O:24])[O:19][C:20]([CH3:23])([CH3:22])[CH3:21])[CH2:13]1)[C:4]1[CH:5]=[N:6][C:7]([NH:10][NH2:11])=[CH:8][CH:9]=1.[C:27]([O:30][CH2:31][CH2:32][O:33][C:34]1[CH:35]=[CH:36][CH:37]=[C:38]2[C:43]=1[N:42]=[C:41]([CH3:44])[CH:40]=[CH:39]2)(=[O:29])[CH3:28].C(O)C.C(O)(=O)C.C(O)(=O)C.I(C1C=CC=CC=1)=O.C(=O)(O)[O-].[Na+]. Product: [C:27]([O:30][CH2:31][CH2:32][O:33][C:34]1[CH:35]=[CH:36][CH:37]=[C:38]2[C:43]=1[N:42]=[C:41]([C:44]1[N:6]3[CH:5]=[C:4]([C@@H:3]([N:12]4[CH2:16][CH2:15][C@H:14]([NH:17][C:18]([O:19][C:20]([CH3:22])([CH3:23])[CH3:21])=[O:24])[CH2:13]4)[C:2]([F:25])([F:1])[F:26])[CH:9]=[CH:8][C:7]3=[N:10][N:11]=1)[CH:40]=[CH:39]2)(=[O:29])[CH3:28]. The catalyst class is: 13. (2) Reactant: I[C:2]1[CH:9]=[C:8]([S:10]([F:15])([F:14])([F:13])([F:12])[F:11])[CH:7]=[C:4]([C:5]#[N:6])[C:3]=1[C:16]#[N:17].[C:18]1([OH:24])[CH:23]=[CH:22][CH:21]=[CH:20][CH:19]=1.C(=O)([O-])[O-].[Cs+].[Cs+].CN1CCCC1=O. Product: [O:24]([C:2]1[CH:9]=[C:8]([S:10]([F:15])([F:14])([F:13])([F:12])[F:11])[CH:7]=[C:4]([C:5]#[N:6])[C:3]=1[C:16]#[N:17])[C:18]1[CH:23]=[CH:22][CH:21]=[CH:20][CH:19]=1. The catalyst class is: 6. (3) Reactant: [C:1]1(=[C:8]([C:16]2[CH:21]=[CH:20][C:19]([OH:22])=[CH:18][CH:17]=2)[C:9]2[CH:14]=[CH:13][C:12]([OH:15])=[CH:11][CH:10]=2)[CH2:7][CH2:6][CH2:5][CH2:4][CH2:3][CH2:2]1.C([O-])([O-])=O.[K+].[K+].Br[CH2:30][CH2:31][CH2:32][C:33]([O:35][CH2:36][CH3:37])=[O:34]. Product: [C:1]1(=[C:8]([C:9]2[CH:14]=[CH:13][C:12]([OH:15])=[CH:11][CH:10]=2)[C:16]2[CH:21]=[CH:20][C:19]([O:22][CH2:30][CH2:31][CH2:32][C:33]([O:35][CH2:36][CH3:37])=[O:34])=[CH:18][CH:17]=2)[CH2:2][CH2:3][CH2:4][CH2:5][CH2:6][CH2:7]1. The catalyst class is: 21. (4) Reactant: C[O:2][C:3]1[N:8]=[C:7]([C:9]2[C:17]3[C:16]([NH:18][C@H:19]([C:21]4[N:26]([C:27]5[CH:32]=[CH:31][CH:30]=[CH:29][CH:28]=5)[C:25](=[O:33])[C:24]5=[C:34]([CH3:37])[CH:35]=[CH:36][N:23]5[N:22]=4)[CH3:20])=[N:15][CH:14]=[N:13][C:12]=3[NH:11][CH:10]=2)[CH:6]=[CH:5][CH:4]=1.[I-].[Na+].Cl[Si](C)(C)C.C(=O)(O)[O-].[Na+]. Product: [CH3:37][C:34]1[CH:35]=[CH:36][N:23]2[C:24]=1[C:25](=[O:33])[N:26]([C:27]1[CH:32]=[CH:31][CH:30]=[CH:29][CH:28]=1)[C:21]([C@@H:19]([NH:18][C:16]1[C:17]3[C:9]([C:7]4[NH:8][C:3](=[O:2])[CH:4]=[CH:5][CH:6]=4)=[CH:10][NH:11][C:12]=3[N:13]=[CH:14][N:15]=1)[CH3:20])=[N:22]2. The catalyst class is: 10. (5) Reactant: Br[C:2]1[CH:3]=[CH:4][C:5]2[C:11]3=[N:12][O:13][C:14]([C:15]4[C:19]([C:20]([F:23])([F:22])[F:21])=[C:18]([C:24]5[CH:29]=[CH:28][CH:27]=[CH:26][CH:25]=5)[O:17][N:16]=4)=[C:10]3[CH2:9][O:8][C:6]=2[CH:7]=1.[CH2:30]([Sn](CCCC)(CCCC)C=C)[CH2:31]CC.[Cl-].[Li+]. Product: [C:24]1([C:18]2[O:17][N:16]=[C:15]([C:14]3[O:13][N:12]=[C:11]4[C:5]5[CH:4]=[CH:3][C:2]([CH:30]=[CH2:31])=[CH:7][C:6]=5[O:8][CH2:9][C:10]=34)[C:19]=2[C:20]([F:22])([F:21])[F:23])[CH:29]=[CH:28][CH:27]=[CH:26][CH:25]=1. The catalyst class is: 77.